This data is from Reaction yield outcomes from USPTO patents with 853,638 reactions. The task is: Predict the reaction yield, written as a fraction of the theoretical maximum amount of product (1.0 means a 100% yield; for example, 0.34 means a 34% yield). (1) The reactants are C(Cl)(=O)C([Cl:4])=O.[CH3:7][N:8]1[C:17]2[C:12](=[CH:13][C:14]([S:18]([OH:21])(=O)=[O:19])=[CH:15][CH:16]=2)[CH2:11][CH2:10][CH2:9]1. The catalyst is ClCCl.CN(C=O)C. The product is [CH3:7][N:8]1[C:17]2[C:12](=[CH:13][C:14]([S:18]([Cl:4])(=[O:21])=[O:19])=[CH:15][CH:16]=2)[CH2:11][CH2:10][CH2:9]1. The yield is 0.201. (2) The product is [C:9]([O:13][C:14](=[O:15])[NH:16][CH:17]1[CH2:22][CH2:21][CH2:20][CH:19]([C:23](=[O:25])[NH2:27])[CH2:18]1)([CH3:12])([CH3:11])[CH3:10]. The reactants are C(OC(Cl)=O)C(C)C.[C:9]([O:13][C:14]([NH:16][CH:17]1[CH2:22][CH2:21][CH2:20][CH:19]([C:23]([OH:25])=O)[CH2:18]1)=[O:15])([CH3:12])([CH3:11])[CH3:10].C[N:27]1CCOCC1.N. The yield is 0.660. The catalyst is C1COCC1.